From a dataset of Reaction yield outcomes from USPTO patents with 853,638 reactions. Predict the reaction yield, written as a fraction of the theoretical maximum amount of product (1.0 means a 100% yield; for example, 0.34 means a 34% yield). (1) The reactants are Cl.[NH2:2][CH2:3][C:4]1[CH:5]=[C:6]2[C:10](=[CH:11][CH:12]=1)[C:9](=[O:13])[N:8]([CH:14]1[CH2:19][CH2:18][C:17](=[O:20])[NH:16][C:15]1=[O:21])[C:7]2=[O:22].[F:23][C:24]([F:36])([F:35])[S:25][C:26]1[CH:34]=[CH:33][C:29]([C:30](Cl)=[O:31])=[CH:28][CH:27]=1. The catalyst is C(#N)C.O.C(OCC)(=O)C. The product is [O:21]=[C:15]1[CH:14]([N:8]2[C:7](=[O:22])[C:6]3[C:10](=[CH:11][CH:12]=[C:4]([CH2:3][NH:2][C:30](=[O:31])[C:29]4[CH:33]=[CH:34][C:26]([S:25][C:24]([F:36])([F:23])[F:35])=[CH:27][CH:28]=4)[CH:5]=3)[C:9]2=[O:13])[CH2:19][CH2:18][C:17](=[O:20])[NH:16]1. The yield is 0.760. (2) The reactants are C(=O)([O-])[O-].[Cs+].[Cs+].F[C:8]1[CH:15]=[CH:14][C:13]([I:16])=[CH:12][C:9]=1[CH:10]=O.Cl.Cl.[N:19]1[CH:24]=[CH:23][C:22]([NH:25][NH2:26])=[CH:21][CH:20]=1. The catalyst is CN1CCCC1=O. The product is [I:16][C:13]1[CH:12]=[C:9]2[C:8](=[CH:15][CH:14]=1)[N:25]([C:22]1[CH:23]=[CH:24][N:19]=[CH:20][CH:21]=1)[N:26]=[CH:10]2. The yield is 0.923.